From a dataset of Acute oral toxicity (LD50) regression data from Zhu et al.. Regression/Classification. Given a drug SMILES string, predict its toxicity properties. Task type varies by dataset: regression for continuous values (e.g., LD50, hERG inhibition percentage) or binary classification for toxic/non-toxic outcomes (e.g., AMES mutagenicity, cardiotoxicity, hepatotoxicity). Dataset: ld50_zhu. (1) The compound is COP(=S)(OC)SC1CCC2C=CCC1S2. The rat oral LD50 is 2.47, given as -log10 of the dose in mol/kg body weight (higher means more acutely toxic). (2) The compound is CCOC(C1=NCCCN1)c1cccc(F)c1. The rat oral LD50 is 2.37, given as -log10 of the dose in mol/kg body weight (higher means more acutely toxic). (3) The molecule is CCC1(OC(C)=O)CN2CCC1CC2C(O)c1ccnc2ccc(OC)cc12. The rat oral LD50 is 2.81, given as -log10 of the dose in mol/kg body weight (higher means more acutely toxic). (4) The compound is CC(C)(C)c1ccccc1O. The rat oral LD50 is 2.53, given as -log10 of the dose in mol/kg body weight (higher means more acutely toxic).